Dataset: Reaction yield outcomes from USPTO patents with 853,638 reactions. Task: Predict the reaction yield, written as a fraction of the theoretical maximum amount of product (1.0 means a 100% yield; for example, 0.34 means a 34% yield). (1) The reactants are [Cl:1][C:2]1[CH:3]=[CH:4][C:5]([O:31][CH3:32])=[C:6]([S:8]([NH:11][C:12]2[CH:13]=[C:14]([CH:28]=[CH:29][CH:30]=2)[C:15]([NH:17][C:18]2[CH:23]=[CH:22][C:21]([C:24](=[NH:27])[NH:25][OH:26])=[CH:20][CH:19]=2)=[O:16])(=[O:10])=[O:9])[CH:7]=1.[C:33](N1C=CN=C1)(N1C=CN=C1)=[S:34].N12CCCC1=NCCC2. The catalyst is C(#N)C. The product is [Cl:1][C:2]1[CH:3]=[CH:4][C:5]([O:31][CH3:32])=[C:6]([S:8]([NH:11][C:12]2[CH:13]=[C:14]([CH:28]=[CH:29][CH:30]=2)[C:15]([NH:17][C:18]2[CH:19]=[CH:20][C:21]([C:24]3[NH:27][C:33](=[S:34])[O:26][N:25]=3)=[CH:22][CH:23]=2)=[O:16])(=[O:10])=[O:9])[CH:7]=1. The yield is 0.200. (2) The reactants are [NH2:1][C:2]1[C:7]([C:8]([OH:10])=O)=[CH:6][N:5]=[CH:4][C:3]=1[Br:11].O.[CH:13]([NH2:15])=O. No catalyst specified. The product is [Br:11][C:3]1[C:2]2[N:1]=[CH:13][N:15]=[C:8]([OH:10])[C:7]=2[CH:6]=[N:5][CH:4]=1. The yield is 0.370. (3) The reactants are [Cl-:1].[Cl-].[CH-:3]1[CH:7]=[CH:6][CH:5]=[CH:4]1.[CH-:8]1[CH:12]=[CH:11][CH:10]=[CH:9]1.[Ti+2:13].O=O.C([Li])CCC.[C:21]1([C:27]#[C:28][C:29]2[CH:34]=[CH:33][CH:32]=[CH:31][CH:30]=2)[CH:26]=[CH:25][CH:24]=[CH:23][CH:22]=1.[Cl:35][P:36]([C:43]1[CH:48]=[CH:47][CH:46]=[CH:45][CH:44]=1)[C:37]1[CH:42]=[CH:41][CH:40]=[CH:39][CH:38]=1.Cl. The catalyst is O1CCCC1.O. The product is [Cl-:35].[Ti+4:13].[CH:3]1([P:36]([CH:8]2[CH:12]=[CH:11][CH:10]=[CH:9]2)([C:28]([C:29]2[CH:30]=[CH:31][CH:32]=[CH:33][CH:34]=2)=[CH:27][C:21]2[CH:26]=[CH:25][CH:24]=[CH:23][CH:22]=2)([C:43]2[CH:44]=[CH:45][CH:46]=[CH:47][CH:48]=2)[C:37]2[CH:42]=[CH:41][CH:40]=[CH:39][CH:38]=2)[CH:7]=[CH:6][CH:5]=[CH:4]1.[Cl-:1].[Cl-:35].[Cl-:35]. The yield is 0.850.